This data is from Catalyst prediction with 721,799 reactions and 888 catalyst types from USPTO. The task is: Predict which catalyst facilitates the given reaction. (1) Product: [F:28][C:29]1[CH:34]=[CH:33][C:32]([NH:35][C:36]([NH:25][C:24]2[CH:26]=[CH:27][C:21]([C:9]3[N:8]=[C:7]([N:1]4[CH2:2][CH2:3][O:4][CH2:5][CH2:6]4)[N:12]=[C:11]([N:13]4[CH2:14][CH:15]5[O:20][CH:18]([CH2:17][CH2:16]5)[CH2:19]4)[N:10]=3)=[CH:22][CH:23]=2)=[O:37])=[CH:31][CH:30]=1. The catalyst class is: 142. Reactant: [N:1]1([C:7]2[N:12]=[C:11]([N:13]3[CH2:19][CH:18]4[O:20][CH:15]([CH2:16][CH2:17]4)[CH2:14]3)[N:10]=[C:9]([C:21]3[CH:27]=[CH:26][C:24]([NH2:25])=[CH:23][CH:22]=3)[N:8]=2)[CH2:6][CH2:5][O:4][CH2:3][CH2:2]1.[F:28][C:29]1[CH:34]=[CH:33][C:32]([N:35]=[C:36]=[O:37])=[CH:31][CH:30]=1. (2) Reactant: [CH2:1]([O:8][C:9]1[CH:10]=[C:11]2[C:16](=[CH:17][CH:18]=1)[C:15](=[O:19])[N:14]([CH2:20][CH:21]([CH3:23])[CH3:22])[C:13]([C:24]([O:26]C)=[O:25])=[C:12]2[C:28]1[CH:33]=[CH:32][C:31]([Cl:34])=[CH:30][CH:29]=1)[C:2]1[CH:7]=[CH:6][CH:5]=[CH:4][CH:3]=1.O.[OH-].[Li+].O.Cl. Product: [CH2:1]([O:8][C:9]1[CH:10]=[C:11]2[C:16](=[CH:17][CH:18]=1)[C:15](=[O:19])[N:14]([CH2:20][CH:21]([CH3:23])[CH3:22])[C:13]([C:24]([OH:26])=[O:25])=[C:12]2[C:28]1[CH:33]=[CH:32][C:31]([Cl:34])=[CH:30][CH:29]=1)[C:2]1[CH:3]=[CH:4][CH:5]=[CH:6][CH:7]=1. The catalyst class is: 12. (3) Reactant: [F:1][C:2]1[CH:10]=[CH:9][C:8]([CH:11]=[O:12])=[CH:7][C:3]=1[C:4]([OH:6])=O.F[P-](F)(F)(F)(F)F.N1(OC(N(C)C)=[N+](C)C)C2C=CC=CC=2N=N1.C(N(CC)C(C)C)(C)C.[NH:46]1[CH2:50][CH2:49][C@@H:48]([NH:51][C:52](=[O:61])[O:53][CH2:54][C:55]2[CH:60]=[CH:59][CH:58]=[CH:57][CH:56]=2)[CH2:47]1. Product: [F:1][C:2]1[CH:10]=[CH:9][C:8]([CH:11]=[O:12])=[CH:7][C:3]=1[C:4]([N:46]1[CH2:50][CH2:49][C@@H:48]([NH:51][C:52](=[O:61])[O:53][CH2:54][C:55]2[CH:56]=[CH:57][CH:58]=[CH:59][CH:60]=2)[CH2:47]1)=[O:6]. The catalyst class is: 3. (4) Reactant: C(C1C=CC(C)=CC=1)(C)(C)C.ON1C(=O)N(O)C(=O)N(O)C1=O.O=O.[C:26]([C:30]1[CH:38]=[CH:37][C:33]([C:34](O)=[O:35])=[CH:32][CH:31]=1)([CH3:29])([CH3:28])[CH3:27]. Product: [C:26]([C:30]1[CH:31]=[CH:32][C:33]([CH:34]=[O:35])=[CH:37][CH:38]=1)([CH3:29])([CH3:27])[CH3:28]. The catalyst class is: 15. (5) Reactant: [NH2:1][C:2]1[CH:3]=[C:4]([C:17]2[C:18]([C:23]#[N:24])=[CH:19][CH:20]=[CH:21][CH:22]=2)[CH:5]=[CH:6][C:7]=1[N:8]([CH2:13][CH:14]([CH3:16])[CH3:15])[CH2:9][CH:10]([CH3:12])[CH3:11].[N:25]([Sn](CCCC)(CCCC)CCCC)=[N+:26]=[N-:27]. Product: [CH2:9]([N:8]([CH2:13][CH:14]([CH3:16])[CH3:15])[C:7]1[CH:6]=[CH:5][C:4]([C:17]2[CH:22]=[CH:21][CH:20]=[CH:19][C:18]=2[C:23]2[NH:27][N:26]=[N:25][N:24]=2)=[CH:3][C:2]=1[NH2:1])[CH:10]([CH3:11])[CH3:12]. The catalyst class is: 11. (6) Reactant: [Cl:1][C:2]1[CH:7]=[CH:6][C:5]([S:8][C:9]2[C:10]([C:16]3[CH:21]=[CH:20][C:19]([CH:22]4[NH:26][C:25](=[O:27])[CH2:24][CH2:23]4)=[CH:18][CH:17]=3)=[N:11][N:12]([CH2:14][CH3:15])[CH:13]=2)=[CH:4][CH:3]=1.[H-].[Na+].I[CH2:31][CH3:32]. Product: [Cl:1][C:2]1[CH:7]=[CH:6][C:5]([S:8][C:9]2[C:10]([C:16]3[CH:21]=[CH:20][C:19]([CH:22]4[N:26]([CH2:31][CH3:32])[C:25](=[O:27])[CH2:24][CH2:23]4)=[CH:18][CH:17]=3)=[N:11][N:12]([CH2:14][CH3:15])[CH:13]=2)=[CH:4][CH:3]=1. The catalyst class is: 1. (7) Reactant: [H-].[Na+].C(OP([CH2:11][C:12]([O:14][CH2:15][CH3:16])=[O:13])(OCC)=O)C.[Cl:17][C:18]1[CH:23]=[CH:22][CH:21]=[CH:20][C:19]=1[CH:24]1[C:29]([C:30]#[N:31])=[C:28]([CH:32]=O)[NH:27][C:26]2=[N:34][NH:35][CH:36]=[C:25]12.O. Product: [Cl:17][C:18]1[CH:23]=[CH:22][CH:21]=[CH:20][C:19]=1[CH:24]1[C:29]([C:30]#[N:31])=[C:28](/[CH:32]=[CH:11]/[C:12]([O:14][CH2:15][CH3:16])=[O:13])[NH:27][C:26]2=[N:34][NH:35][CH:36]=[C:25]12. The catalyst class is: 216. (8) Reactant: Cl[C:2]1[C:7]([CH2:8][CH:9]=O)=[C:6]([Cl:11])[N:5]=[CH:4][N:3]=1.[CH3:12][NH:13][NH2:14].C([O-])(=O)C.[Na+]. Product: [Cl:11][C:6]1[N:5]=[CH:4][N:3]=[C:2]2[N:13]([CH3:12])[N:14]=[CH:9][CH2:8][C:7]=12. The catalyst class is: 23. (9) Reactant: [CH2:1]([N:10]1C(=O)C2=CC=CC=C2C1=O)[CH:2]=[CH:3][C:4]1[CH:9]=[CH:8][CH:7]=[CH:6][CH:5]=1.O.NN. Product: [CH2:1]([NH2:10])[CH:2]=[CH:3][C:4]1[CH:9]=[CH:8][CH:7]=[CH:6][CH:5]=1. The catalyst class is: 5. (10) Reactant: [Cl:1][C:2]1[CH:7]=[CH:6][C:5]([C:8]2([F:20])[CH2:13][CH2:12][N:11]([CH2:14][CH2:15][C:16]([O:18][CH3:19])=[O:17])[CH2:10][CH2:9]2)=[CH:4][CH:3]=1.C[Si](C)(C)[N-][Si](C)(C)C.[Li+].[CH2:31](Br)[C:32]1[CH:37]=[CH:36][CH:35]=[CH:34][CH:33]=1. Product: [ClH:1].[CH2:31]([CH:15]([CH2:14][N:11]1[CH2:10][CH2:9][C:8]([C:5]2[CH:4]=[CH:3][C:2]([Cl:1])=[CH:7][CH:6]=2)([F:20])[CH2:13][CH2:12]1)[C:16]([O:18][CH3:19])=[O:17])[C:32]1[CH:37]=[CH:36][CH:35]=[CH:34][CH:33]=1. The catalyst class is: 11.